From a dataset of NCI-60 drug combinations with 297,098 pairs across 59 cell lines. Regression. Given two drug SMILES strings and cell line genomic features, predict the synergy score measuring deviation from expected non-interaction effect. (1) Drug 1: C1CN(P(=O)(OC1)NCCCl)CCCl. Drug 2: N.N.Cl[Pt+2]Cl. Cell line: OVCAR3. Synergy scores: CSS=6.01, Synergy_ZIP=10.1, Synergy_Bliss=11.5, Synergy_Loewe=-41.7, Synergy_HSA=0.522. (2) Drug 1: C1CC(C1)(C(=O)O)C(=O)O.[NH2-].[NH2-].[Pt+2]. Drug 2: CC(C)CN1C=NC2=C1C3=CC=CC=C3N=C2N. Cell line: SK-MEL-5. Synergy scores: CSS=17.5, Synergy_ZIP=-3.01, Synergy_Bliss=-2.02, Synergy_Loewe=-0.679, Synergy_HSA=-2.52. (3) Drug 1: COC1=C(C=C2C(=C1)N=CN=C2NC3=CC(=C(C=C3)F)Cl)OCCCN4CCOCC4. Drug 2: CC1C(C(CC(O1)OC2CC(CC3=C2C(=C4C(=C3O)C(=O)C5=C(C4=O)C(=CC=C5)OC)O)(C(=O)CO)O)N)O.Cl. Cell line: NCI-H460. Synergy scores: CSS=49.9, Synergy_ZIP=3.16, Synergy_Bliss=3.12, Synergy_Loewe=-6.26, Synergy_HSA=4.20. (4) Drug 1: CC1=C2C(C(=O)C3(C(CC4C(C3C(C(C2(C)C)(CC1OC(=O)C(C(C5=CC=CC=C5)NC(=O)C6=CC=CC=C6)O)O)OC(=O)C7=CC=CC=C7)(CO4)OC(=O)C)O)C)OC(=O)C. Drug 2: CC12CCC3C(C1CCC2OP(=O)(O)O)CCC4=C3C=CC(=C4)OC(=O)N(CCCl)CCCl.[Na+]. Cell line: NCI-H460. Synergy scores: CSS=88.2, Synergy_ZIP=28.0, Synergy_Bliss=26.7, Synergy_Loewe=-11.3, Synergy_HSA=26.4.